This data is from Reaction yield outcomes from USPTO patents with 853,638 reactions. The task is: Predict the reaction yield, written as a fraction of the theoretical maximum amount of product (1.0 means a 100% yield; for example, 0.34 means a 34% yield). (1) The reactants are Cl[C:2]1[CH:7]=[C:6]([Cl:8])[N:5]=[CH:4][N:3]=1.[Cl:9][C:10]1[N:11]=[CH:12][NH:13][CH:14]=1.C(=O)([O-])[O-].[Cs+].[Cs+].O. The catalyst is CN(C=O)C. The product is [Cl:8][C:6]1[CH:7]=[C:2]([N:13]2[CH:14]=[C:10]([Cl:9])[N:11]=[CH:12]2)[N:3]=[CH:4][N:5]=1. The yield is 0.546. (2) The reactants are [Br:1][C:2]1[C:10]([CH3:11])=[CH:9][C:5]([C:6]([NH2:8])=[O:7])=[C:4]([F:12])[CH:3]=1.CO[CH:15](OC)[N:16]([CH3:18])[CH3:17]. No catalyst specified. The product is [Br:1][C:2]1[C:10]([CH3:11])=[CH:9][C:5]([C:6]([N:8]=[CH:15][N:16]([CH3:18])[CH3:17])=[O:7])=[C:4]([F:12])[CH:3]=1. The yield is 0.950. (3) The reactants are [NH2:1][C@@H:2]([CH2:9][CH:10]1[CH2:14][CH2:13][CH2:12][CH2:11]1)[C:3]([C@@:5]1([CH3:8])[CH2:7][O:6]1)=[O:4].[CH3:15][O:16][C:17]1[CH:22]=[CH:21][C:20]([CH2:23][C@H:24]([NH:28][C:29](=[O:45])[C@H:30]([NH:32][C:33](=[O:44])[CH2:34][C@@H:35]2[CH2:43][CH2:42][C:41]3[NH:40][N:39]=[CH:38][C:37]=3[CH2:36]2)[CH3:31])[C:25](O)=[O:26])=[CH:19][CH:18]=1.CN(C(ON1N=NC2C=CC=NC1=2)=[N+](C)C)C.F[P-](F)(F)(F)(F)F.CCN(C(C)C)C(C)C.C(=O)(O)[O-].[Na+]. The catalyst is CN(C=O)C. The product is [CH:10]1([CH2:9][C@H:2]([NH:1][C:25](=[O:26])[C@@H:24]([NH:28][C:29](=[O:45])[C@H:30]([NH:32][C:33](=[O:44])[CH2:34][C@@H:35]2[CH2:43][CH2:42][C:41]3[NH:40][N:39]=[CH:38][C:37]=3[CH2:36]2)[CH3:31])[CH2:23][C:20]2[CH:19]=[CH:18][C:17]([O:16][CH3:15])=[CH:22][CH:21]=2)[C:3]([C@@:5]2([CH3:8])[CH2:7][O:6]2)=[O:4])[CH2:11][CH2:12][CH2:13][CH2:14]1. The yield is 0.280.